This data is from CYP2C9 substrate classification data from Carbon-Mangels et al.. The task is: Regression/Classification. Given a drug SMILES string, predict its absorption, distribution, metabolism, or excretion properties. Task type varies by dataset: regression for continuous measurements (e.g., permeability, clearance, half-life) or binary classification for categorical outcomes (e.g., BBB penetration, CYP inhibition). Dataset: cyp2c9_substrate_carbonmangels. (1) The molecule is CCn1cc(C(=O)O)c(=O)c2cc(F)c(N3CCNCC3)nc21. The result is 0 (non-substrate). (2) The molecule is COc1ccc(CCN(C)CCC[C@@](C#N)(c2ccc(OC)c(OC)c2)C(C)C)cc1OC. The result is 1 (substrate). (3) The drug is CCN1CCC[C@H]1CNC(=O)c1c(OC)ccc(Br)c1OC. The result is 0 (non-substrate). (4) The compound is OCCN1CCN(CC/C=C2/c3ccccc3Sc3ccc(Cl)cc32)CC1. The result is 0 (non-substrate).